This data is from Reaction yield outcomes from USPTO patents with 853,638 reactions. The task is: Predict the reaction yield, written as a fraction of the theoretical maximum amount of product (1.0 means a 100% yield; for example, 0.34 means a 34% yield). (1) The reactants are Cl[C:2]1[CH:12]=[CH:11][C:10]([S:13]([CH2:16][CH3:17])(=[O:15])=[O:14])=[CH:9][C:3]=1[C:4]([O:6][CH2:7][CH3:8])=[O:5].[NH:18]1[CH2:23][CH2:22][CH2:21][CH2:20][CH2:19]1. The catalyst is CS(C)=O.C(OCC)(=O)C. The product is [CH2:16]([S:13]([C:10]1[CH:11]=[CH:12][C:2]([N:18]2[CH2:23][CH2:22][CH2:21][CH2:20][CH2:19]2)=[C:3]([CH:9]=1)[C:4]([O:6][CH2:7][CH3:8])=[O:5])(=[O:15])=[O:14])[CH3:17]. The yield is 1.00. (2) The reactants are [CH2:1]([O:3][C:4]([C:6]1([NH:11][C:12]([CH:14]2[CH2:18][CH:17]([O:19][C:20]3[C:29]4[C:24](=[C:25]([CH3:32])[C:26]([O:30][CH3:31])=[CH:27][CH:28]=4)[N:23]=[C:22]([C:33]4[CH:38]=[CH:37][CH:36]=[C:35]([CH3:39])[N:34]=4)[CH:21]=3)[CH2:16][CH:15]2[C:40](=[O:49])[N:41]([CH2:43][CH2:44][CH2:45][CH2:46]C=C)[CH3:42])=[O:13])[CH2:8][CH:7]1[CH:9]=[CH2:10])=[O:5])[CH3:2]. The product is [CH2:1]([O:3][C:4]([C:6]12[CH2:8][CH:7]1[CH:9]=[CH:10][CH2:46][CH2:45][CH2:44][CH2:43][N:41]([CH3:42])[C:40](=[O:49])[CH:15]1[CH:14]([CH2:18][CH:17]([O:19][C:20]3[C:29]4[C:24](=[C:25]([CH3:32])[C:26]([O:30][CH3:31])=[CH:27][CH:28]=4)[N:23]=[C:22]([C:33]4[CH:38]=[CH:37][CH:36]=[C:35]([CH3:39])[N:34]=4)[CH:21]=3)[CH2:16]1)[C:12](=[O:13])[NH:11]2)=[O:5])[CH3:2]. The yield is 0.580. The catalyst is ClCCCl. (3) The reactants are [N-:1]=[N+:2]=[N-:3].[Na+:4].[CH2:5]1[CH2:11][S:8](=[O:10])(=[O:9])[O:7][CH2:6]1. The catalyst is C(#N)C. The product is [N:1]([CH2:6][CH2:5][CH2:11][S:8]([O-:10])(=[O:9])=[O:7])=[N+:2]=[N-:3].[Na+:4]. The yield is 0.970. (4) The reactants are Br[CH2:2][CH2:3][CH2:4][N:5]1[CH2:9][CH2:8][N:7]([CH2:10][CH2:11][OH:12])[C:6]1=[C:13]([C:16]#[N:17])[C:14]#[N:15].[CH3:18][C@H:19]1[CH2:23][CH2:22][CH2:21][NH:20]1.[OH-].[Na+].C(=O)([O-])[O-].[K+].[K+].[I-].[Na+]. The catalyst is O1CCOCC1. The product is [OH:12][CH2:11][CH2:10][N:7]1[CH2:8][CH2:9][N:5]([CH2:4][CH2:3][CH2:2][N:20]2[CH2:21][CH2:22][CH2:23][C@@H:19]2[CH3:18])[C:6]1=[C:13]([C:16]#[N:17])[C:14]#[N:15]. The yield is 0.890. (5) The yield is 0.620. The product is [CH:1]1([CH2:4][N:5]2[C:17]3[C:16]([C:18]([NH2:20])=[O:19])=[CH:15][C:14]([C:41]4[CH:42]=[N:43][O:44][C:45]=4[CH3:46])=[CH:13][C:12]=3[C:11]3[C:6]2=[CH:7][C:8]([C:30]([N:32]2[CH2:33][C@H:34]([CH3:39])[O:35][C@H:36]([CH3:38])[CH2:37]2)=[O:31])=[CH:9][CH:10]=3)[CH2:3][CH2:2]1. The reactants are [CH:1]1([CH2:4][N:5]2[C:17]3[C:16]([C:18]([NH2:20])=[O:19])=[CH:15][C:14](B4OC(C)(C)C(C)(C)O4)=[CH:13][C:12]=3[C:11]3[C:6]2=[CH:7][C:8]([C:30]([N:32]2[CH2:37][C@H:36]([CH3:38])[O:35][C@H:34]([CH3:39])[CH2:33]2)=[O:31])=[CH:9][CH:10]=3)[CH2:3][CH2:2]1.I[C:41]1[CH:42]=[N:43][O:44][C:45]=1[CH3:46]. No catalyst specified. (6) The product is [OH:13][CH2:12][CH2:11][CH:3]1[C:4]2[C:9](=[CH:8][CH:7]=[CH:6][CH:5]=2)[NH:1][C:2]1=[O:10]. The reactants are [NH:1]1[C:9]2[C:4](=[CH:5][CH:6]=[CH:7][CH:8]=2)[CH2:3][C:2]1=[O:10].[CH2:11](O)[CH2:12][OH:13]. The yield is 0.700. The catalyst is [Ni]. (7) The reactants are [CH3:1][O:2][CH2:3][O:4][C@H:5]1[CH2:22][CH2:21][C@:20]2([CH3:23])[C@H:7]([CH2:8][CH2:9][C@H:10]3[C@H:19]2[CH2:18][CH2:17][C@:15]2([CH3:16])[C@@H:11]3[CH2:12][C:13](=[O:24])[CH2:14]2)[CH2:6]1.[BH4-].[Na+].O. The catalyst is CCO. The product is [CH3:1][O:2][CH2:3][O:4][C@H:5]1[CH2:22][CH2:21][C@:20]2([CH3:23])[C@H:7]([CH2:8][CH2:9][C@H:10]3[C@H:19]2[CH2:18][CH2:17][C@:15]2([CH3:16])[C@@H:11]3[CH2:12][C@@H:13]([OH:24])[CH2:14]2)[CH2:6]1. The yield is 0.850. (8) The reactants are C[O:2][C:3]([C:5]1[CH:6]=[C:7]([NH:11][C:12]2[N:17]=[C:16]([NH:18][C:19]3[CH:24]=[CH:23][CH:22]=[C:21]([C:25]([O:27]C)=[O:26])[CH:20]=3)[C:15]([F:29])=[CH:14][N:13]=2)[CH:8]=[CH:9][CH:10]=1)=[O:4].[OH-].[Na+]. The catalyst is C1COCC1.O.C(OCC)(=O)C. The product is [C:3]([C:5]1[CH:6]=[C:7]([NH:11][C:12]2[N:17]=[C:16]([NH:18][C:19]3[CH:24]=[CH:23][CH:22]=[C:21]([C:25]([OH:27])=[O:26])[CH:20]=3)[C:15]([F:29])=[CH:14][N:13]=2)[CH:8]=[CH:9][CH:10]=1)([OH:4])=[O:2]. The yield is 0.580. (9) The reactants are [F:1][C:2]([F:21])([F:20])[S+:3]1[C:7]2[CH:8]=[CH:9][CH:10]=[CH:11][C:6]=2[C:5]2[CH:12]=[CH:13][C:14]([S:16]([O-:19])(=[O:18])=[O:17])=[CH:15][C:4]1=2.OS(O)(=O)=O.O=S(=O)=O.[N+:31]([O-])([OH:33])=[O:32]. The catalyst is C(OCC)C. The product is [N+:31]([C:9]1[CH:10]=[CH:11][C:6]2[C:5]3[CH:12]=[CH:13][C:14]([S:16]([O-:19])(=[O:17])=[O:18])=[CH:15][C:4]=3[S+:3]([C:2]([F:1])([F:20])[F:21])[C:7]=2[CH:8]=1)([O-:33])=[O:32]. The yield is 0.950. (10) The reactants are CO[CH:3](OC)[CH2:4][S:5][C:6]1[NH:7][C:8](=[O:13])[NH:9][C:10](=[O:12])[CH:11]=1.C[Si](I)(C)C. The catalyst is C(#N)C. The product is [S:5]1[C:6]2[N:7]([C:8](=[O:13])[NH:9][C:10](=[O:12])[CH:11]=2)[CH:3]=[CH:4]1. The yield is 0.960.